From a dataset of Reaction yield outcomes from USPTO patents with 853,638 reactions. Predict the reaction yield, written as a fraction of the theoretical maximum amount of product (1.0 means a 100% yield; for example, 0.34 means a 34% yield). (1) The product is [Cl:34][C:35]1[CH:36]=[CH:37][C:38]([NH:41][C:12](=[O:13])[C@@H:11]([N:9]2[CH2:10][C:6]3[CH2:5][C:4]4[C:3]([O:2][CH3:1])=[CH:27][CH:26]=[CH:25][C:24]=4[O:23][C:7]=3[C:8]2=[O:22])[CH2:15][CH:16]2[CH2:17][CH2:18][CH2:19][CH2:20][CH2:21]2)=[N:39][CH:40]=1. The reactants are [CH3:1][O:2][C:3]1[C:4]2[CH2:5][C:6]3[CH2:10][N:9]([C@@H:11]([CH2:15][CH:16]4[CH2:21][CH2:20][CH2:19][CH2:18][CH2:17]4)[C:12](O)=[O:13])[C:8](=[O:22])[C:7]=3[O:23][C:24]=2[CH:25]=[CH:26][CH:27]=1.C(Cl)(=O)C(Cl)=O.[Cl:34][C:35]1[CH:36]=[CH:37][C:38]([NH2:41])=[N:39][CH:40]=1. The yield is 0.263. The catalyst is C(Cl)Cl.O. (2) The yield is 0.570. The reactants are C(O[C:6]([N:8]1[CH2:13][CH2:12][CH:11]([CH2:14][CH2:15][O:16][C:17]2[CH:22]=[CH:21][C:20]([F:23])=[CH:19][CH:18]=2)[CH2:10][CH2:9]1)=O)(C)(C)C.ClC[C:26]1[N:30]([CH3:31])[C:29]2[CH:32]=[CH:33][CH:34]=[CH:35][C:28]=2[N:27]=1.C(=O)([O-])[O-].[K+].[K+]. The catalyst is ClCCl.FC(F)(F)C(O)=O.C(#N)C.C(OCC)(=O)C. The product is [F:23][C:20]1[CH:19]=[CH:18][C:17]([O:16][CH2:15][CH2:14][CH:11]2[CH2:10][CH2:9][N:8]([CH2:6][C:26]3[N:30]([CH3:31])[C:29]4[CH:32]=[CH:33][CH:34]=[CH:35][C:28]=4[N:27]=3)[CH2:13][CH2:12]2)=[CH:22][CH:21]=1. (3) The reactants are [CH3:1][C:2]1[C:6]([CH2:7][N:8]2[CH:12]=[C:11]([N:13]3[C:17](=[O:18])[CH2:16][NH:15][C:14]3=[O:19])[CH:10]=[N:9]2)=[C:5]([CH3:20])[O:4][N:3]=1.Br[CH2:22][C:23]1[CH:24]=[C:25]([CH:28]=[CH:29][CH:30]=1)[C:26]#[N:27]. No catalyst specified. The product is [CH3:1][C:2]1[C:6]([CH2:7][N:8]2[CH:12]=[C:11]([N:13]3[C:17](=[O:18])[CH2:16][N:15]([CH2:22][C:23]4[CH:24]=[C:25]([CH:28]=[CH:29][CH:30]=4)[C:26]#[N:27])[C:14]3=[O:19])[CH:10]=[N:9]2)=[C:5]([CH3:20])[O:4][N:3]=1. The yield is 0.210. (4) The reactants are [F:1][C:2]1[CH:3]=[C:4]2[C:22](=[N:23][CH:24]=1)[O:21][CH2:20][CH2:19][O:18][C:17](=[O:25])[C:16]1=[C:26]3[N:27]=[C:10]([CH:11]=[CH:12][N:13]3[N:14]=[CH:15]1)[N:9]1[C@@H:5]2[CH2:6][CH2:7][CH2:8]1. The catalyst is C(#N)C.O. The product is [F:1][C:2]1[CH:3]=[C:4]2[C:22](=[O:21])[N:23]([CH:24]=1)[CH2:20][CH2:19][O:18][C:17](=[O:25])[C:16]1=[C:26]3[N:27]=[C:10]([CH:11]=[CH:12][N:13]3[N:14]=[CH:15]1)[N:9]1[C@@H:5]2[CH2:6][CH2:7][CH2:8]1. The yield is 0.0900.